Task: Regression. Given a peptide amino acid sequence and an MHC pseudo amino acid sequence, predict their binding affinity value. This is MHC class I binding data.. Dataset: Peptide-MHC class I binding affinity with 185,985 pairs from IEDB/IMGT The binding affinity (normalized) is 0.842. The MHC is HLA-A30:01 with pseudo-sequence HLA-A30:01. The peptide sequence is RVFNNYMPY.